This data is from Reaction yield outcomes from USPTO patents with 853,638 reactions. The task is: Predict the reaction yield, written as a fraction of the theoretical maximum amount of product (1.0 means a 100% yield; for example, 0.34 means a 34% yield). (1) The reactants are [CH3:1][C@@H:2]1[C@H:6]([C:7]2[CH:12]=[CH:11][CH:10]=[CH:9][CH:8]=2)[O:5][C:4](=[O:13])[NH:3]1.[H-].[Na+].[CH2:16]([O:23][C:24](=[O:27])[CH2:25]Br)[C:17]1[CH:22]=[CH:21][CH:20]=[CH:19][CH:18]=1. The catalyst is C(OCC)(=O)C. The product is [CH2:16]([O:23][C:24](=[O:27])[CH2:25][N:3]1[C@H:2]([CH3:1])[C@H:6]([C:7]2[CH:12]=[CH:11][CH:10]=[CH:9][CH:8]=2)[O:5][C:4]1=[O:13])[C:17]1[CH:22]=[CH:21][CH:20]=[CH:19][CH:18]=1. The yield is 0.870. (2) The reactants are [Cl:1][C:2]1[CH:7]=[CH:6][C:5]([N:8]([CH3:37])[C:9]2[N:10]=[C:11]([C:27]3[C:28]([CH3:36])=[N:29][N:30]4[CH:35]=[CH:34][CH:33]=[CH:32][C:31]=34)[S:12][C:13]=2[C:14]2[N:18]=[CH:17][N:16](COCC[Si](C)(C)C)[N:15]=2)=[CH:4][CH:3]=1.Cl.O1CCOCC1.O. No catalyst specified. The product is [Cl:1][C:2]1[CH:3]=[CH:4][C:5]([N:8]([CH3:37])[C:9]2[N:10]=[C:11]([C:27]3[C:28]([CH3:36])=[N:29][N:30]4[CH:35]=[CH:34][CH:33]=[CH:32][C:31]=34)[S:12][C:13]=2[C:14]2[NH:18][CH:17]=[N:16][N:15]=2)=[CH:6][CH:7]=1. The yield is 0.840. (3) The reactants are Cl[C:2]1[N:6]2[CH:7]=[C:8]([C:11]3[CH:16]=[CH:15][C:14]([O:17][C:18]([F:21])([F:20])[F:19])=[CH:13][CH:12]=3)[CH:9]=[CH:10][C:5]2=[N:4][N:3]=1.[OH:22][C:23]1[CH:28]=[CH:27][N:26]=[CH:25][CH:24]=1.C(=O)([O-])[O-].[K+].[K+]. The catalyst is CC(N(C)C)=O. The product is [N:26]1[CH:27]=[CH:28][C:23]([O:22][C:2]2[N:6]3[CH:7]=[C:8]([C:11]4[CH:16]=[CH:15][C:14]([O:17][C:18]([F:21])([F:20])[F:19])=[CH:13][CH:12]=4)[CH:9]=[CH:10][C:5]3=[N:4][N:3]=2)=[CH:24][CH:25]=1. The yield is 0.240. (4) The reactants are C([O:8][C:9]1[CH:14]=[CH:13][C:12]([C:15]2[N:19]([CH3:20])[C:18]3[CH:21]=[C:22]([C:24]([O:26][CH2:27][CH3:28])=[O:25])[S:23][C:17]=3[C:16]=2[CH:29]2[CH2:34][CH2:33][CH2:32][CH2:31][CH2:30]2)=[CH:11][CH:10]=1)C1C=CC=CC=1.C(OCC)(=O)C. The catalyst is Br.C(O)(=O)C. The product is [CH:29]1([C:16]2[C:17]3[S:23][C:22]([C:24]([O:26][CH2:27][CH3:28])=[O:25])=[CH:21][C:18]=3[N:19]([CH3:20])[C:15]=2[C:12]2[CH:13]=[CH:14][C:9]([OH:8])=[CH:10][CH:11]=2)[CH2:30][CH2:31][CH2:32][CH2:33][CH2:34]1. The yield is 0.960. (5) The reactants are [I:1]I.C([O-])(=O)C.[Tl+].[CH3:8][N:9]([CH3:17])[C:10]1[CH:11]=[C:12]([OH:16])[CH:13]=[CH:14][CH:15]=1. The catalyst is C(Cl)Cl. The product is [CH3:8][N:9]([CH3:17])[C:10]1[CH:15]=[CH:14][C:13]([I:1])=[C:12]([OH:16])[CH:11]=1. The yield is 0.360.